Dataset: Forward reaction prediction with 1.9M reactions from USPTO patents (1976-2016). Task: Predict the product of the given reaction. (1) The product is: [OH:12][CH2:11][C@@H:7]1[O:6][C@H:5]([CH2:4][O:3][CH3:2])[CH2:10][N:9]([C:19]([O:21][C:22]([CH3:25])([CH3:24])[CH3:23])=[O:20])[CH2:8]1. Given the reactants Cl.[CH3:2][O:3][CH2:4][C@@H:5]1[CH2:10][NH:9][CH2:8][C@H:7]([CH2:11][OH:12])[O:6]1.O.C(=O)([O-])O.[Na+].[C:19](O[C:19]([O:21][C:22]([CH3:25])([CH3:24])[CH3:23])=[O:20])([O:21][C:22]([CH3:25])([CH3:24])[CH3:23])=[O:20], predict the reaction product. (2) Given the reactants [CH3:1][N:2]1[C:10]2[C:5](=[CH:6][C:7]([C:11](OC)=[O:12])=[CH:8][CH:9]=2)[CH:4]=[C:3]1[CH3:15].O.O.O.O.O.O.O.O.O.O.S([O-])([O-])(=O)=O.[Na+].[Na+], predict the reaction product. The product is: [CH3:1][N:2]1[C:10]2[C:5](=[CH:6][C:7]([CH2:11][OH:12])=[CH:8][CH:9]=2)[CH:4]=[C:3]1[CH3:15]. (3) Given the reactants [CH:1]1([C:6]2[CH:30]=[CH:29][C:9]([CH2:10][O:11][C:12]3[CH:20]=[CH:19][C:18]4[NH:17][C:16]5[CH:21]([CH2:24][C:25]([O:27]C)=[O:26])[CH2:22][CH2:23][C:15]=5[C:14]=4[CH:13]=3)=[CH:8][C:7]=2[C:31]([F:34])([F:33])[F:32])[CH2:5][CH2:4][CH2:3][CH2:2]1.[OH-].[Li+].O1CCOC[CH2:38]1, predict the reaction product. The product is: [CH:1]1([C:6]2[CH:30]=[CH:29][C:9]([CH2:10][O:11][C:12]3[CH:20]=[CH:19][C:18]4[N:17]5[CH2:23][CH2:22][CH:21]([CH2:24][C:25]([OH:27])=[O:26])[C:16]5=[C:15]([CH3:38])[C:14]=4[CH:13]=3)=[CH:8][C:7]=2[C:31]([F:32])([F:33])[F:34])[CH2:5][CH2:4][CH2:3][CH2:2]1. (4) Given the reactants [CH3:1][C:2]1[C:11]2[C:6](=[CH:7][CH:8]=[CH:9][CH:10]=2)[N:5]=[CH:4][C:3]=1[C:12]#[N:13].[Li+].C[Si]([N-][Si](C)(C)C)(C)C.[CH3:24][O:25][CH2:26]Cl.[Cl-].[NH4+], predict the reaction product. The product is: [CH3:24][O:25][CH2:26][CH2:1][C:2]1[C:11]2[C:6](=[CH:7][CH:8]=[CH:9][CH:10]=2)[N:5]=[CH:4][C:3]=1[C:12]#[N:13]. (5) Given the reactants [Br:1]Br.[CH3:3][C:4]12[CH2:14][CH:8]3[CH2:9][C:10]([CH3:13])([CH2:12][C:6]([C:15]([OH:17])=[O:16])([CH2:7]3)[CH2:5]1)[CH2:11]2.Cl, predict the reaction product. The product is: [Br:1][C:8]12[CH2:14][C:4]3([CH3:3])[CH2:11][C:10]([CH3:13])([CH2:12][C:6]([C:15]([OH:17])=[O:16])([CH2:5]3)[CH2:7]1)[CH2:9]2. (6) Given the reactants Cl[C:2]([O:4][CH2:5][C:6]1[CH:11]=[CH:10][CH:9]=[CH:8][CH:7]=1)=[O:3].Cl.[NH2:13][OH:14].C(=O)([O-])[O-].[Na+].[Na+], predict the reaction product. The product is: [OH:14][NH:13][C:2](=[O:3])[O:4][CH2:5][C:6]1[CH:11]=[CH:10][CH:9]=[CH:8][CH:7]=1.